This data is from Peptide-MHC class II binding affinity with 134,281 pairs from IEDB. The task is: Regression. Given a peptide amino acid sequence and an MHC pseudo amino acid sequence, predict their binding affinity value. This is MHC class II binding data. (1) The peptide sequence is VADAYITLVTLPKSS. The MHC is DRB3_0101 with pseudo-sequence DRB3_0101. The binding affinity (normalized) is 0.124. (2) The peptide sequence is YDKFLANVSTVLHGK. The MHC is DRB1_0401 with pseudo-sequence DRB1_0401. The binding affinity (normalized) is 0.785. (3) The peptide sequence is PDTTCSEIEEFRDRA. The MHC is HLA-DPA10201-DPB10501 with pseudo-sequence HLA-DPA10201-DPB10501. The binding affinity (normalized) is 0.101. (4) The peptide sequence is LVAAVIGWMLGSNTMQRV. The MHC is DRB1_0404 with pseudo-sequence DRB1_0404. The binding affinity (normalized) is 0.0372. (5) The peptide sequence is EAMDTISVFLHSEEG. The MHC is HLA-DQA10501-DQB10402 with pseudo-sequence HLA-DQA10501-DQB10402. The binding affinity (normalized) is 0.408. (6) The peptide sequence is YVVIAILTVVAATMA. The MHC is DRB1_0401 with pseudo-sequence DRB1_0401. The binding affinity (normalized) is 0.315. (7) The peptide sequence is AVIRGKKGAGGITIK. The MHC is HLA-DQA10102-DQB10502 with pseudo-sequence HLA-DQA10102-DQB10502. The binding affinity (normalized) is 0.0439. (8) The peptide sequence is GELQCVDKIDAAFKI. The MHC is DRB1_0401 with pseudo-sequence DRB1_0401. The binding affinity (normalized) is 0.666. (9) The peptide sequence is YDKQLANVSTVLTGK. The MHC is DRB3_0202 with pseudo-sequence DRB3_0202. The binding affinity (normalized) is 0.424. (10) The peptide sequence is PSMGRDIKVQFQSGG. The MHC is DRB1_1001 with pseudo-sequence DRB1_1001. The binding affinity (normalized) is 0.313.